From a dataset of Cav3 T-type calcium channel HTS with 100,875 compounds. Binary Classification. Given a drug SMILES string, predict its activity (active/inactive) in a high-throughput screening assay against a specified biological target. The compound is s1c2c(n(Cc3occc3)c1=S)nc(SCC(OCC)=O)n(c2=O)c1ccc(F)cc1. The result is 0 (inactive).